Dataset: Catalyst prediction with 721,799 reactions and 888 catalyst types from USPTO. Task: Predict which catalyst facilitates the given reaction. (1) Reactant: [NH2:1]C1C=CC(C2C3C(=NC=NC=3N)N(C3CCN(C4CCN(C)CC4)CC3)N=2)=CC=1[O:31]C.[O:33]1[C:37]([C:38](Cl)=[O:39])=[CH:36][C:35]2[CH:41]=[CH:42][CH:43]=[CH:44][C:34]1=2.[OH-].[Na+]. Product: [OH-:31].[NH4+:1].[O:33]1[C:37]([C:38]([NH2:1])=[O:39])=[CH:36][C:35]2[CH:41]=[CH:42][CH:43]=[CH:44][C:34]1=2. The catalyst class is: 529. (2) Reactant: [C:1]([N:8]1[C@H:12]([CH3:13])[C@H:11]([C:14]2[CH:19]=[CH:18][CH:17]=[CH:16][CH:15]=2)[O:10][C:9]1=[O:20])(=[O:7])[CH2:2][CH2:3][CH2:4][CH2:5][CH3:6].C[Si]([N-][Si](C)(C)C)(C)C.[Na+].[CH2:31](Br)[CH:32]=[CH2:33]. Product: [CH2:33]([C@H:2]([CH2:3][CH2:4][CH2:5][CH3:6])[C:1]([N:8]1[C@H:12]([CH3:13])[C@H:11]([C:14]2[CH:19]=[CH:18][CH:17]=[CH:16][CH:15]=2)[O:10][C:9]1=[O:20])=[O:7])[CH:32]=[CH2:31]. The catalyst class is: 1.